Dataset: Forward reaction prediction with 1.9M reactions from USPTO patents (1976-2016). Task: Predict the product of the given reaction. (1) Given the reactants [Cl:1][C:2]1[N:7]=[C:6]([NH:8][NH:9][C:10](=[O:29])[C@H:11]([CH2:23][CH:24]2[CH2:28][CH2:27][CH2:26][CH2:25]2)[CH2:12][N:13]([O:16]C2CCCCO2)[CH:14]=[O:15])[C:5]([F:30])=[C:4]([N:31]2[CH2:34][C:33]([CH3:40])([N:35]3[CH2:39][CH2:38][CH2:37][CH2:36]3)[CH2:32]2)[N:3]=1.CC(O)=O, predict the reaction product. The product is: [Cl:1][C:2]1[N:7]=[C:6]([NH:8][NH:9][C:10](=[O:29])[C@H:11]([CH2:23][CH:24]2[CH2:28][CH2:27][CH2:26][CH2:25]2)[CH2:12][N:13]([OH:16])[CH:14]=[O:15])[C:5]([F:30])=[C:4]([N:31]2[CH2:32][C:33]([CH3:40])([N:35]3[CH2:36][CH2:37][CH2:38][CH2:39]3)[CH2:34]2)[N:3]=1. (2) The product is: [CH3:24][O:25][C:26]1[CH:31]=[CH:30][CH:29]=[CH:28][C:27]=1[N:32]1[CH2:33][CH2:34][N:35]([CH2:38][CH2:39][CH2:40][CH2:41][NH:42][C:10]([C:2]2[NH:1][C:9]3[C:4]([CH:3]=2)=[CH:5][CH:6]=[CH:7][CH:8]=3)=[O:12])[CH2:36][CH2:37]1. Given the reactants [NH:1]1[C:9]2[C:4](=[CH:5][CH:6]=[CH:7][CH:8]=2)[CH:3]=[C:2]1[C:10]([OH:12])=O.C(N=C=NCCCN(C)C)C.[CH3:24][O:25][C:26]1[CH:31]=[CH:30][CH:29]=[CH:28][C:27]=1[N:32]1[CH2:37][CH2:36][N:35]([CH2:38][CH2:39][CH2:40][CH2:41][NH2:42])[CH2:34][CH2:33]1, predict the reaction product. (3) The product is: [NH2:10][C:11]([CH3:17])([CH3:16])[CH2:12][C:13]([N:2]1[CH2:3][C:4]2[C:9](=[CH:8][CH:7]=[CH:6][CH:5]=2)[CH2:1]1)=[O:14]. Given the reactants [CH2:1]1[C:9]2[C:4](=[CH:5][CH:6]=[CH:7][CH:8]=2)[CH2:3][NH:2]1.[NH2:10][C:11]([CH3:17])([CH3:16])[CH2:12][C:13](O)=[O:14].Cl.CN(C)CCCN=C=NCC.OC1C2N=NNC=2C=CC=1, predict the reaction product. (4) The product is: [CH2:1]([O:3][C:4](=[O:25])[CH2:5][N:6]([CH2:19][C:20]([O:22][CH2:23][CH3:24])=[O:21])[C:7]1[CH:12]=[C:11]2[C:10](=[CH:9][C:8]=1[CH3:18])[C:15](=[O:17])[CH2:14][CH2:13]2)[CH3:2]. Given the reactants [CH2:1]([O:3][C:4](=[O:25])[CH2:5][N:6]([CH2:19][C:20]([O:22][CH2:23][CH3:24])=[O:21])[C:7]1[CH:12]=[C:11]([CH2:13][CH2:14][C:15]([OH:17])=O)[CH:10]=[CH:9][C:8]=1[CH3:18])[CH3:2].C(Cl)(=O)C(Cl)=O.[Cl-].[Al+3].[Cl-].[Cl-], predict the reaction product. (5) Given the reactants Cl[CH2:2][O:3][CH2:4][CH2:5][O:6][CH3:7].C(=O)([O-])[O-].[K+].[K+].[Br:14][C:15]1[C:25]([OH:26])=[CH:24][C:18]([C:19]([O:21][CH2:22][CH3:23])=[O:20])=[CH:17][C:16]=1[O:27][CH2:28][CH3:29].CN(C=O)C, predict the reaction product. The product is: [Br:14][C:15]1[C:25]([O:26][CH2:2][O:3][CH2:4][CH2:5][O:6][CH3:7])=[CH:24][C:18]([C:19]([O:21][CH2:22][CH3:23])=[O:20])=[CH:17][C:16]=1[O:27][CH2:28][CH3:29]. (6) Given the reactants [NH2:1][C:2]1[N:7]2[CH:8]=[C:9]([CH3:11])[N:10]=[C:6]2[C:5]([C:12]([NH:14][CH2:15][CH:16]2[CH2:21][CH2:20][N:19](C[C@@H](C)CO)[CH2:18][CH2:17]2)=[O:13])=[CH:4][C:3]=1[Cl:27].C(=O)([O-])[O-].[K+].[K+].[I-].[K+].Br[CH:37]([CH3:44])[C:38](=[O:43])[C:39]([CH3:42])([CH3:41])[CH3:40], predict the reaction product. The product is: [NH2:1][C:2]1[N:7]2[CH:8]=[C:9]([CH3:11])[N:10]=[C:6]2[C:5]([C:12]([NH:14][CH2:15][CH:16]2[CH2:17][CH2:18][N:19]([CH:37]([CH3:44])[C:38](=[O:43])[C:39]([CH3:42])([CH3:41])[CH3:40])[CH2:20][CH2:21]2)=[O:13])=[CH:4][C:3]=1[Cl:27]. (7) Given the reactants Br[CH2:2][CH2:3][N:4]1[CH2:8][CH2:7][CH:6]([CH3:9])[CH2:5]1.Cl.[Cl:11][C:12]1[CH:17]=[CH:16][C:15]([NH:18]N)=[CH:14][CH:13]=1.[CH3:20][N:21]1[CH2:26][CH2:25][C:24](=O)[CH2:23][CH2:22]1, predict the reaction product. The product is: [Cl:11][C:12]1[CH:17]=[CH:16][C:15]2[N:18]([CH2:2][CH2:3][N:4]3[CH2:8][CH2:7][CH:6]([CH3:9])[CH2:5]3)[C:24]3[CH2:25][CH2:26][N:21]([CH3:20])[CH2:22][C:23]=3[C:14]=2[CH:13]=1. (8) The product is: [CH3:1][S:2]([C:5]1[CH:10]=[CH:9][C:8]([C:11]2[CH:16]=[CH:15][C:14]([O:17][CH:25]3[CH2:29][CH2:28][CH2:27][CH2:26]3)=[C:13]([O:22][CH:19]3[CH2:7][CH2:6][CH2:5][CH2:10]3)[CH:12]=2)=[CH:7][CH:6]=1)(=[O:4])=[O:3]. Given the reactants [CH3:1][S:2]([C:5]1[CH:10]=[CH:9][C:8]([C:11]2[CH:16]=[CH:15][C:14]([OH:17])=[C:13](O)[CH:12]=2)=[CH:7][CH:6]=1)(=[O:4])=[O:3].[C:19](=[O:22])([O-])[O-].[K+].[K+].[CH:25]1(Br)[CH2:29][CH2:28][CH2:27][CH2:26]1, predict the reaction product. (9) Given the reactants [CH3:1][C:2](=[O:7])[CH2:3][C:4](=[O:6])[CH3:5].C([N:10]([CH2:13][CH3:14])CC)C, predict the reaction product. The product is: [CH:14]1([C:13]2[C:3]([C:2](=[O:7])[CH3:1])=[C:4]([CH3:5])[O:6][N:10]=2)[CH2:5][CH2:4][CH2:3][CH2:2][CH2:1]1. (10) Given the reactants [CH3:1][C:2]1([CH3:23])[O:6][N:5]=[C:4]([S:7][CH2:8][C:9]2[C:14](=[O:15])[N:13]3[CH2:16][CH2:17][CH2:18][C:12]3=[N:11][C:10]=2[C:19]([F:22])([F:21])[F:20])[CH2:3]1.[OH:24]OS([O-])=O.[K+].S([O-])(O[O-])(=O)=O.[K+].[K+], predict the reaction product. The product is: [CH3:1][C:2]1([CH3:23])[O:6][N:5]=[C:4]([S:7]([CH2:8][C:9]2[C:14](=[O:15])[N:13]3[CH2:16][CH2:17][CH2:18][C:12]3=[N:11][C:10]=2[C:19]([F:22])([F:20])[F:21])=[O:24])[CH2:3]1.